The task is: Predict the reaction yield, written as a fraction of the theoretical maximum amount of product (1.0 means a 100% yield; for example, 0.34 means a 34% yield).. This data is from Reaction yield outcomes from USPTO patents with 853,638 reactions. (1) The reactants are [F:1][C:2]1[CH:53]=[CH:52][CH:51]=[C:50]([C:54]([F:57])([F:56])[F:55])[C:3]=1[CH2:4][N:5]1[C:10]2[CH2:11][O:12][C:13]3([CH2:18][CH2:17][N:16]([CH2:19][C:20]4[O:21][C:22]([C:25]([F:28])([F:27])[F:26])=[CH:23][CH:24]=4)[CH2:15][CH2:14]3)[C:9]=2[C:8](=[O:29])[N:7]([CH2:30][CH:31]([NH:41][C:42](=[O:48])[O:43][C:44]([CH3:47])([CH3:46])[CH3:45])[C:32]2[CH:37]=[CH:36][CH:35]=[C:34]([N+:38]([O-])=O)[CH:33]=2)[C:6]1=[O:49].[H][H]. The catalyst is CO.[Pd]. The product is [NH2:38][C:34]1[CH:33]=[C:32]([CH:31]([NH:41][C:42](=[O:48])[O:43][C:44]([CH3:46])([CH3:45])[CH3:47])[CH2:30][N:7]2[C:8](=[O:29])[C:9]3[C:13]4([O:12][CH2:11][C:10]=3[N:5]([CH2:4][C:3]3[C:50]([C:54]([F:57])([F:56])[F:55])=[CH:51][CH:52]=[CH:53][C:2]=3[F:1])[C:6]2=[O:49])[CH2:18][CH2:17][N:16]([CH2:19][C:20]2[O:21][C:22]([C:25]([F:26])([F:27])[F:28])=[CH:23][CH:24]=2)[CH2:15][CH2:14]4)[CH:37]=[CH:36][CH:35]=1. The yield is 0.680. (2) The reactants are [CH3:1][C:2]1[C:3]([CH3:22])=[CH:4][C:5]2[N:14]([CH2:15][C:16]([OH:18])=O)[C:13]3[C:8]([C:9](=[O:20])[NH:10][C:11](=[O:19])[N:12]=3)=[N:7][C:6]=2[CH:21]=1.[CH2:23]([O:25][P:26]([CH2:31][CH2:32][CH2:33][NH2:34])(=[O:30])[O:27][CH2:28][CH3:29])[CH3:24].CCN(C(C)C)C(C)C.CN(C(ON1N=NC2C=CC=NC1=2)=[N+](C)C)C.F[P-](F)(F)(F)(F)F. The catalyst is CN(C=O)C.O. The product is [CH2:28]([O:27][P:26]([CH2:31][CH2:32][CH2:33][NH:34][C:16](=[O:18])[CH2:15][N:14]1[C:13]2[C:8]([C:9](=[O:20])[NH:10][C:11](=[O:19])[N:12]=2)=[N:7][C:6]2[CH:21]=[C:2]([CH3:1])[C:3]([CH3:22])=[CH:4][C:5]1=2)(=[O:30])[O:25][CH2:23][CH3:24])[CH3:29]. The yield is 0.250. (3) The reactants are [CH:1]([C:4]1[CH:11]=[CH:10][C:7]([CH:8]=O)=[CH:6][CH:5]=1)([CH3:3])[CH3:2].[NH2:12][C:13]1[CH:21]=[CH:20][C:16]([C:17]([OH:19])=[O:18])=[CH:15][N:14]=1.C([O:24][C:25](=O)[C:26]([OH:37])=[CH:27][C:28](=[O:36])[C:29]1[CH:34]=[CH:33][C:32]([CH3:35])=[CH:31][CH:30]=1)C. No catalyst specified. The product is [OH:37][C:26]1[C:25](=[O:24])[N:12]([C:13]2[CH:21]=[CH:20][C:16]([C:17]([OH:19])=[O:18])=[CH:15][N:14]=2)[CH:8]([C:7]2[CH:10]=[CH:11][C:4]([CH:1]([CH3:3])[CH3:2])=[CH:5][CH:6]=2)[C:27]=1[C:28](=[O:36])[C:29]1[CH:34]=[CH:33][C:32]([CH3:35])=[CH:31][CH:30]=1. The yield is 0.0600. (4) The reactants are [Si:1]([O:8][C:9]1[CH:14]=[CH:13][C:12]([N+:15]([O-])=O)=[CH:11][C:10]=1[NH:18][C:19](=[O:27])[CH2:20][N:21]1[CH2:26][CH2:25][O:24][CH2:23][CH2:22]1)([C:4]([CH3:7])([CH3:6])[CH3:5])([CH3:3])[CH3:2]. The catalyst is C(OCC)(=O)C.[Pd]. The product is [NH2:15][C:12]1[CH:13]=[CH:14][C:9]([O:8][Si:1]([C:4]([CH3:7])([CH3:6])[CH3:5])([CH3:2])[CH3:3])=[C:10]([NH:18][C:19](=[O:27])[CH2:20][N:21]2[CH2:22][CH2:23][O:24][CH2:25][CH2:26]2)[CH:11]=1. The yield is 0.920. (5) The reactants are Br[C:2]1[CH:3]=[C:4]2[C:9](=[CH:10][CH:11]=1)[O:8][C:7]([CH3:13])([CH3:12])[CH:6]=[CH:5]2.[Li]CCCC.[CH2:19]([O:26][C:27]1[C:32]([O:33][CH3:34])=[CH:31][C:30]([CH2:35][CH:36]=[O:37])=[CH:29][C:28]=1[O:38][CH3:39])[C:20]1[CH:25]=[CH:24][CH:23]=[CH:22][CH:21]=1. The catalyst is C1COCC1. The product is [CH2:19]([O:26][C:27]1[C:32]([O:33][CH3:34])=[CH:31][C:30]([CH2:35][C:36]([C:2]2[CH:3]=[C:4]3[C:9](=[CH:10][CH:11]=2)[O:8][C:7]([CH3:13])([CH3:12])[CH:6]=[CH:5]3)=[O:37])=[CH:29][C:28]=1[O:38][CH3:39])[C:20]1[CH:21]=[CH:22][CH:23]=[CH:24][CH:25]=1. The yield is 0.200. (6) The reactants are [NH2:1][CH2:2][C@@H:3]([C:8]1[CH:9]=[CH:10][C:11]([Cl:20])=[C:12]([CH:14]([CH3:19])[CH2:15][C:16](O)=O)[CH:13]=1)[CH2:4][C:5]([OH:7])=[O:6].Cl.NC[C@@H:24](C1C=CC(Cl)=C(C2C=CC=[C:24]([CH2:25][C:26]([OH:28])=[O:27])C=2)C=1)[CH2:25][C:26]([OH:28])=[O:27]. The catalyst is CO.[Pd]. The product is [ClH:20].[NH2:1][CH2:2][C@@H:3]([C:8]1[CH:13]=[C:12]([C:14]2[CH:19]=[C:25]([CH:24]=[CH:16][CH:15]=2)[C:26]([OH:28])=[O:27])[CH:11]=[CH:10][CH:9]=1)[CH2:4][C:5]([OH:7])=[O:6]. The yield is 0.330. (7) The reactants are [Br:1][C:2]1[CH:3]=[C:4]([NH:10][C:11]2[N:12]=[CH:13][C:14]([N:17]3[CH2:22][CH2:21][N:20](C(OC(C)(C)C)=O)[CH2:19][C@@H:18]3[CH3:30])=[N:15][CH:16]=2)[C:5](=[O:9])[N:6]([CH3:8])[CH:7]=1.FC(F)(F)C(O)=O. No catalyst specified. The product is [Br:1][C:2]1[CH:3]=[C:4]([NH:10][C:11]2[CH:16]=[N:15][C:14]([N:17]3[CH2:22][CH2:21][NH:20][CH2:19][C@@H:18]3[CH3:30])=[CH:13][N:12]=2)[C:5](=[O:9])[N:6]([CH3:8])[CH:7]=1. The yield is 0.970. (8) The reactants are Cl.CN(C)CCCN=C=NCC.[NH2:13][C:14]1[CH:15]=[C:16]2[C:25](=[CH:26][CH:27]=1)[C:24]1[CH:23]=[CH:22][CH:21]=[CH:20][C:19]=1[N:18]([CH2:28]C)[C:17]2=[O:30].[CH3:31][N:32]([CH3:37])[CH2:33][C:34](O)=[O:35].C(N(CC)CC)C. The catalyst is ClCCl. The product is [CH3:31][N:32]([CH3:37])[CH2:33][C:34]([NH:13][C:14]1[CH:15]=[C:16]2[C:25](=[CH:26][CH:27]=1)[C:24]1[CH:23]=[CH:22][CH:21]=[CH:20][C:19]=1[N:18]([CH3:28])[C:17]2=[O:30])=[O:35]. The yield is 0.330. (9) The reactants are [CH:1]1([OH:5])[CH2:4][CH2:3][CH2:2]1.ClC(Cl)(O[C:10](=[O:16])OC(Cl)(Cl)Cl)Cl.C(N(CC)C(C)C)(C)C.[Br:27][C:28]1[CH:29]=[C:30]2[C:35](=[CH:36][CH:37]=1)[N:34]([C:38](=[O:40])[CH3:39])[C@@H:33]([CH3:41])[CH2:32][NH:31]2. The catalyst is ClCCCl. The product is [C:38]([N:34]1[C:35]2[C:30](=[CH:29][C:28]([Br:27])=[CH:37][CH:36]=2)[N:31]([C:10]([O:5][CH:1]2[CH2:4][CH2:3][CH2:2]2)=[O:16])[CH2:32][C@@H:33]1[CH3:41])(=[O:40])[CH3:39]. The yield is 0.730.